From a dataset of Experimentally validated miRNA-target interactions with 360,000+ pairs, plus equal number of negative samples. Binary Classification. Given a miRNA mature sequence and a target amino acid sequence, predict their likelihood of interaction. (1) The miRNA is hsa-miR-3945 with sequence AGGGCAUAGGAGAGGGUUGAUAU. The protein sequence of the target gene is MTCYRGFLLGSCCRVAGGRAAALRGPGAGGPAARPRLGGDGGGRRHLGQGQPRELAGCGSRADGGFRPSRVVVVAKTTRYEFEQQRYRYAELSEEDLKQLLALKGSSYSGLLERHHIHTKNVEHIIDSLRNEGIEVRLVKRREYDEETVRWADAVIAAGGDGTMLLAASKVLDRLKPVIGVNTDPERSEGHLCLPVRYTHSFPEALQKFYRGEFRWLWRQRIRLYLEGTGINPVPVDLHEQQLSLNQHNRALNIERAHDERSEASGPQLLPVRALNEVFIGESLSSRASYYEISVDDGPW.... Result: 0 (no interaction). (2) The miRNA is hsa-miR-3683 with sequence UGCGACAUUGGAAGUAGUAUCA. The protein sequence of the target gene is MGSRHFEGIYDHVGHFGRFQRVLYFICAFQNISCGIHYLASVFMGVTPHHVCRPPGNVSQVVFHNHSNWSLEDTGALLSSGQKDYVTVQLQNGEIWELSRCSRNKRENTSSLGYEYTGSKKEFPCVDGYIYDQNTWKSTAVTQWNLVCDRKWLAMLIQPLFMFGVLLGSVTFGYFSDRLGRRVVLWATSSSMFLFGIAAAFAVDYYTFMAARFFLAMVASGYLVVGFVYVMEFIGMKSRTWASVHLHSFFAVGTLLVALTGYLVRTWWLYQMILSTVTVPFILCCWVLPETPFWLLSEGR.... Result: 0 (no interaction). (3) The miRNA is mmu-miR-3074-1-3p with sequence GAUAUCAGCUCAGUAGGCACCG. The protein sequence of the target gene is MAADSEPESEVFEITDFTTASEWERFISKVEEVLNDWKLIGNSLGKPLEKGIFTSGTWEEKSDEISFADFKFSVTHHYLVQESTDKEGKDELLEDVVPQSMQDLLGMNNDFPPRAHCLVRWYGLREFVVIAPAAHSDAVLSESKCNLLLSSVSIALGNTGCQVPLFVQIHHKWRRMYVGECQGPGVRTDFEMVHLRKVPNQYTHLSGLLDIFKSKIGCPLTPLPPVSIAIRFTYVLQDWQQYFWPQQPPDIDALVGGEVGGLEFGKLPFGACEDPISELHLATTWPHLTEGIIVDNDVYS.... Result: 0 (no interaction). (4) The miRNA is hsa-miR-4521 with sequence GCUAAGGAAGUCCUGUGCUCAG. The protein sequence of the target gene is MGKKQKNKSEDSTKDDIDLDALAAEIEGAGAAKEQEPQKSKGKKKKEKKKQDFDEDDILKELEELSLEAQGIKADRETVAVKPTENNEEEFTSKDKKKKGQKGKKQSFDDNDSEELEDKDSKSKKTAKPKVEMYSGSDDDDDFNKLPKKAKGKAQKSNKKWDGSEEDEDNSKKIKERSRINSSGESGDESDEFLQSRKGQKKNQKNKPGPNIESGNEDDDASFKIKTVAQKKAEKKERERKKRDEEKAKLRKLKEKEELETGKKDQSKQKESQRKFEEETVKSKVTVDTGVIPASEEKAE.... Result: 0 (no interaction). (5) The miRNA is mmu-miR-335-5p with sequence UCAAGAGCAAUAACGAAAAAUGU. The protein sequence of the target gene is MDIPISSRDFRGLQLACVALGLVAGSIIIGISVSKAAAAMGGVFIGAAVLGLLILAYPFLKARFNLDHILPTIGSLRIHPHPGADHGEGRSSTNGNKEGARSSLSTVSRTLEKLKPGTRGAEEC. Result: 0 (no interaction). (6) The miRNA is mmu-miR-214-3p with sequence ACAGCAGGCACAGACAGGCAGU. The protein sequence of the target gene is MGRNKKKKRDGDDRRPRLVLSFDEEKRREYLTGFHKRKVERKKAAIEEIKQRLKEEQRKLREERHQEYLKMLAEREEALEEADELDRLVTAKTESVQYDHPNHTVTVTTISDLDLSGARLLGLTPPEGGAGDRSEEEASSTEKPTKALPRKSRDPLLSQRISSLTASLHAHSRKKVKRKHPRRAQDSKKPPRAPRTSKAQRRRLTGKARHSGE. Result: 0 (no interaction). (7) The miRNA is hsa-miR-513b-3p with sequence AAAUGUCACCUUUUUGAGAGGA. The protein sequence of the target gene is MSNGYEDHMAEDCRDDIGRTNLIVNYLPQNMTQEELRSLFSSIGEVESAKLIRDKVAGHSLGYGFVNYVTAKDAERAISTLNGLRLQSKTIKVSYARPSSEVIKDANLYISGLPRTMTQKDVEDMFSRFGRIINSRVLVDQTTGLSRGVAFIRFDKRSEAEEAITSFNGHKPPGSSEPITVKFAANPNQNKNMALLSQLYHSPARRFGGPVHHQAQRFRFSPMGVDHMSGISGVNVPGNASSGWCIFIYNLGQDADEGILWQMFGPFGAVTNVKVIRDFNTNKCKGFGFVTMTNYEEAAM.... Result: 0 (no interaction). (8) The miRNA is hsa-miR-3672 with sequence AUGAGACUCAUGUAAAACAUCUU. The protein sequence of the target gene is MFPSPALTPTPFSVKDILNLEQQQRSLAAAGELSARLEATLAPSSCMLAAFKPEAYAGPEAAAPGLPELRAELGRAPSPAKCASAFPAAPAFYPRAYSDPDPAKDPRAEKKELCALQKAVELEKTEADNAERPRARRRRKPRVLFSQAQVYELERRFKQQRYLSAPERDQLASVLKLTSTQVKIWFQNRRYKCKRQRQDQTLELVGLPPPPPPPARRIAVPVLVRDGKPCLGDSAPYAPAYGVGLNPYGYNAYPAYPGYGGAACSPGYSCTAAYPAGPSPAQPATAAANNNFVNFGVGDL.... Result: 0 (no interaction). (9) The miRNA is hsa-miR-146b-3p with sequence GCCCUGUGGACUCAGUUCUGGU. The protein sequence of the target gene is MLKRGRGRPGKRRRRVSIETSTCFRPACVKLGAGAGANLRQLASSRRPLRSWWVLYTIIMAAAGAPDGMEEPGMDTEAEAVATEAPARPLNCVEAEAAVGAAAEDSCDARGNLQPAPAQPPGDPAAQASVSNGEDAGGGVGKELVDLKIIWNKTKHDVKVPLDSTGSELKQKIHSITGLPPAMQKVMYKGLVPEDKTLREIKVTSGAKIMVVGSTINDVLAVNTPKDAAQQDAKAEENKKEPLCRQKQHRKVLDKGKPEDVMPSVKGAQERLPTVPLSGMYNKSGGKVRLTFKLEQDQLW.... Result: 0 (no interaction).